This data is from CYP1A2 inhibition data for predicting drug metabolism from PubChem BioAssay. The task is: Regression/Classification. Given a drug SMILES string, predict its absorption, distribution, metabolism, or excretion properties. Task type varies by dataset: regression for continuous measurements (e.g., permeability, clearance, half-life) or binary classification for categorical outcomes (e.g., BBB penetration, CYP inhibition). Dataset: cyp1a2_veith. (1) The compound is CCn1cc(C(=O)O)c(=O)c2cc(F)c(N3CCNCC3)cc21. The result is 0 (non-inhibitor). (2) The drug is CNc1ncnc2c1ncn2[C@@H]1O[C@H](CO)[C@@H](O)[C@@H]1O. The result is 0 (non-inhibitor). (3) The molecule is c1ccc(CN2CCN(Cc3ccc4c(c3)OCCO4)CC2)cc1. The result is 0 (non-inhibitor). (4) The drug is N#Cc1cccc(-c2ccc3ncnc(N4CCNCC4)c3c2)c1. The result is 1 (inhibitor). (5) The molecule is CC(C(=O)Nc1ccccc1Sc1ccccc1)N(c1ccccc1)S(C)(=O)=O. The result is 0 (non-inhibitor). (6) The drug is COc1ccc(CNc2ccnc(-c3c(C)noc3C)n2)c(OC)c1. The result is 1 (inhibitor). (7) The drug is Cc1ccc2nc(NC(=O)CSCC(=O)OCC(=O)c3ccc(Br)cc3)sc2c1. The result is 1 (inhibitor).